Dataset: Reaction yield outcomes from USPTO patents with 853,638 reactions. Task: Predict the reaction yield, written as a fraction of the theoretical maximum amount of product (1.0 means a 100% yield; for example, 0.34 means a 34% yield). (1) The reactants are C(OC([NH:8][C@@H:9]1[C@H:14]([NH:15][C:16]2[N:21]=[C:20]([C:22]3[S:23][CH:24]=[CH:25][CH:26]=3)[C:19]3[C:27](=[O:37])[N:28](C(OC(C)(C)C)=O)[CH2:29][C:18]=3[C:17]=2[F:38])[CH2:13][CH2:12][O:11][CH2:10]1)=O)(C)(C)C. The catalyst is C(O)(C(F)(F)F)=O.C(Cl)Cl. The product is [NH2:8][C@@H:9]1[C@H:14]([NH:15][C:16]2[N:21]=[C:20]([C:22]3[S:23][CH:24]=[CH:25][CH:26]=3)[C:19]3[C:27](=[O:37])[NH:28][CH2:29][C:18]=3[C:17]=2[F:38])[CH2:13][CH2:12][O:11][CH2:10]1. The yield is 0.850. (2) The catalyst is CN(C=O)C.CCOC(C)=O. The yield is 0.470. The reactants are Cl.[F:2][C:3]1[CH:8]=[CH:7][C:6]([C:9]2([NH2:12])[CH2:11][CH2:10]2)=[CH:5][CH:4]=1.CN(C(ON1N=NC2C=CC=NC1=2)=[N+](C)C)C.F[P-](F)(F)(F)(F)F.CCN(C(C)C)C(C)C.[F:46][C:47]1[CH:52]=[CH:51][C:50]([C:53]2[O:54][C:55]3[CH:65]=[C:64]([N:66]([CH2:71][CH2:72][OH:73])[S:67]([CH3:70])(=[O:69])=[O:68])[C:63]([C:74]4[CH:75]=[C:76]([CH:80]=[CH:81][CH:82]=4)[C:77](O)=[O:78])=[CH:62][C:56]=3[C:57]=2[C:58](=[O:61])[NH:59][CH3:60])=[CH:49][CH:48]=1. The product is [F:46][C:47]1[CH:52]=[CH:51][C:50]([C:53]2[O:54][C:55]3[CH:65]=[C:64]([N:66]([CH2:71][CH2:72][OH:73])[S:67]([CH3:70])(=[O:69])=[O:68])[C:63]([C:74]4[CH:82]=[CH:81][CH:80]=[C:76]([C:77](=[O:78])[NH:12][C:9]5([C:6]6[CH:5]=[CH:4][C:3]([F:2])=[CH:8][CH:7]=6)[CH2:10][CH2:11]5)[CH:75]=4)=[CH:62][C:56]=3[C:57]=2[C:58]([NH:59][CH3:60])=[O:61])=[CH:49][CH:48]=1. (3) The catalyst is [Pd].C(O)C. The reactants are [CH3:1][CH:2]1[CH2:7][CH2:6][N:5]([C:8]([N:10]2[CH2:16][C:15]3[CH:17]=[C:18]([C:21]4[CH:22]=[C:23]([N+:28]([O-])=O)[C:24]([NH2:27])=[N:25][CH:26]=4)[CH:19]=[CH:20][C:14]=3[O:13][CH2:12][CH2:11]2)=[O:9])[CH2:4][CH2:3]1.C([O-])=O.[NH4+]. The yield is 0.720. The product is [CH3:1][CH:2]1[CH2:7][CH2:6][N:5]([C:8]([N:10]2[CH2:16][C:15]3[CH:17]=[C:18]([C:21]4[CH:22]=[C:23]([NH2:28])[C:24]([NH2:27])=[N:25][CH:26]=4)[CH:19]=[CH:20][C:14]=3[O:13][CH2:12][CH2:11]2)=[O:9])[CH2:4][CH2:3]1. (4) The reactants are C(OC([N:8]1[CH2:13][CH2:12][CH2:11][C@H:10]([C:14]2[N:18]=[C:17]([C:19]3[NH:20][CH:21]=[CH:22][CH:23]=3)[O:16][N:15]=2)[CH2:9]1)=O)(C)(C)C.[Cl:24]CCl. The catalyst is Cl. The product is [ClH:24].[NH:20]1[CH:21]=[CH:22][CH:23]=[C:19]1[C:17]1[O:16][N:15]=[C:14]([C@H:10]2[CH2:11][CH2:12][CH2:13][NH:8][CH2:9]2)[N:18]=1. The yield is 1.00. (5) The reactants are [Br:1][C:2]1[CH:3]=[C:4]([NH:23][CH2:24][C:25]2[CH:30]=CC=[CH:27][N:26]=2)[CH:5]=[C:6]2[C:11]=1[N:10]=[CH:9][C:8]([C:12]#[N:13])=[C:7]2[NH:14][C:15]1[CH:20]=[CH:19][C:18]([F:21])=[C:17]([Cl:22])[CH:16]=1.[CH3:31][N:32]1C=C(C=O)N=C1.[BH3-]C#N.[Na+]. The catalyst is C1COCC1.CO. The product is [Br:1][C:2]1[CH:3]=[C:4]([NH:23][CH2:24][C:25]2[N:26]=[CH:27][N:32]([CH3:31])[CH:30]=2)[CH:5]=[C:6]2[C:11]=1[N:10]=[CH:9][C:8]([C:12]#[N:13])=[C:7]2[NH:14][C:15]1[CH:20]=[CH:19][C:18]([F:21])=[C:17]([Cl:22])[CH:16]=1. The yield is 0.630. (6) The yield is 0.940. The product is [Br:1][C:22]1[S:23][CH:24]=[CH:25][C:21]=1[CH2:9][CH2:10][CH2:11][CH2:12][CH2:13][CH2:14][CH2:15][CH2:16][CH2:17][CH2:18][CH2:19][CH3:20]. The catalyst is CN(C=O)C. The reactants are [Br:1]N1C(=O)CCC1=O.[CH2:9]([C:21]1[CH:25]=[CH:24][S:23][CH:22]=1)[CH2:10][CH2:11][CH2:12][CH2:13][CH2:14][CH2:15][CH2:16][CH2:17][CH2:18][CH2:19][CH3:20].O.